Dataset: Forward reaction prediction with 1.9M reactions from USPTO patents (1976-2016). Task: Predict the product of the given reaction. The product is: [NH2:18][C@@H:19]([C:28]([NH:30][CH3:31])=[O:29])[CH2:20][C:21]([O:23][C:24]([CH3:26])([CH3:27])[CH3:25])=[O:22]. Given the reactants C1C2C(COC([NH:18][C@@H:19]([C:28]([NH:30][CH3:31])=[O:29])[CH2:20][C:21]([O:23][C:24]([CH3:27])([CH3:26])[CH3:25])=[O:22])=O)C3C(=CC=CC=3)C=2C=CC=1.N1CCCCC1.C1C2C(CN3CCCCC3)C3C(=CC=CC=3)C=2C=CC=1, predict the reaction product.